The task is: Predict which catalyst facilitates the given reaction.. This data is from Catalyst prediction with 721,799 reactions and 888 catalyst types from USPTO. (1) Reactant: [N:1]1[C:10]2[C:5](=[CH:6][CH:7]=[C:8]([C:11]([O:13][CH3:14])=[O:12])[CH:9]=2)[CH:4]=[CH:3][CH:2]=1. The catalyst class is: 458. Product: [NH:1]1[C:10]2[C:5](=[CH:6][CH:7]=[C:8]([C:11]([O:13][CH3:14])=[O:12])[CH:9]=2)[CH2:4][CH2:3][CH2:2]1. (2) Reactant: [CH3:1][O:2][C:3](=[O:36])[C@@H:4]([NH:16][C:17](=[O:35])[C@@H:18]([NH:22][S:23]([C:26]1[CH:31]=[CH:30][CH:29]=[CH:28][C:27]=1[N+:32]([O-:34])=[O:33])(=[O:25])=[O:24])[CH2:19][CH:20]=[CH2:21])[CH2:5][C:6]1[CH:15]=[CH:14][C:13]2[C:8](=[CH:9][CH:10]=[CH:11][CH:12]=2)[CH:7]=1.Br[CH2:38][CH2:39]Br.C(=O)([O-])[O-].[K+].[K+]. Product: [CH3:1][O:2][C:3](=[O:36])[C@@H:4]([N:16]1[CH2:39][CH2:38][N:22]([S:23]([C:26]2[CH:31]=[CH:30][CH:29]=[CH:28][C:27]=2[N+:32]([O-:34])=[O:33])(=[O:25])=[O:24])[C@@H:18]([CH2:19][CH:20]=[CH2:21])[C:17]1=[O:35])[CH2:5][C:6]1[CH:15]=[CH:14][C:13]2[C:8](=[CH:9][CH:10]=[CH:11][CH:12]=2)[CH:7]=1. The catalyst class is: 3. (3) Reactant: [NH2:1][C:2]1[CH:7]=[CH:6][CH:5]=[C:4]([Cl:8])[N:3]=1.N1C=CC=CC=1.[Cl:15][C:16]1[CH:17]=[C:18]([C:23]2([C:38]([F:41])([F:40])[F:39])[O:27][N:26]=[C:25]([C:28]3[CH:36]=[CH:35][C:31]([C:32](Cl)=[O:33])=[C:30]([CH3:37])[CH:29]=3)[CH2:24]2)[CH:19]=[C:20]([Cl:22])[CH:21]=1. Product: [Cl:8][C:4]1[N:3]=[C:2]([NH:1][C:32](=[O:33])[C:31]2[CH:35]=[CH:36][C:28]([C:25]3[CH2:24][C:23]([C:18]4[CH:19]=[C:20]([Cl:22])[CH:21]=[C:16]([Cl:15])[CH:17]=4)([C:38]([F:41])([F:40])[F:39])[O:27][N:26]=3)=[CH:29][C:30]=2[CH3:37])[CH:7]=[CH:6][CH:5]=1. The catalyst class is: 4. (4) Reactant: [Br:1][C:2]1[CH:3]=[C:4]2[C:9](=[CH:10][C:11]=1[O:12][CH3:13])[N:8]([C@@H:14]([CH:17]([CH3:19])[CH3:18])[CH2:15][OH:16])[CH:7]=[C:6]([C:20]([O:22][CH2:23][CH3:24])=[O:21])[C:5]2=[O:25].N1C=CN=C1.[C:31]([Si:35](Cl)([CH3:37])[CH3:36])([CH3:34])([CH3:33])[CH3:32]. Product: [Br:1][C:2]1[CH:3]=[C:4]2[C:9](=[CH:10][C:11]=1[O:12][CH3:13])[N:8]([C@@H:14]([CH:17]([CH3:18])[CH3:19])[CH2:15][O:16][Si:35]([C:31]([CH3:34])([CH3:33])[CH3:32])([CH3:37])[CH3:36])[CH:7]=[C:6]([C:20]([O:22][CH2:23][CH3:24])=[O:21])[C:5]2=[O:25]. The catalyst class is: 31. (5) Reactant: [CH3:1][O:2][C:3]1[CH:4]=[CH:5][C:6]2[NH:12][C:11](=O)[CH:10]([CH3:14])[CH2:9][NH:8][C:7]=2[N:15]=1.COC1C=CC(P2(SP(C3C=CC(OC)=CC=3)(=S)S2)=[S:25])=CC=1. Product: [CH3:1][O:2][C:3]1[CH:4]=[CH:5][C:6]2[NH:12][C:11](=[S:25])[CH:10]([CH3:14])[CH2:9][NH:8][C:7]=2[N:15]=1. The catalyst class is: 7. (6) Reactant: [NH2:1][C:2]1[C:7]2=[C:8]([C:14]3[CH:19]=[CH:18][C:17]([NH:20][C:21]4[NH:25][C:24]5[C:26]([F:31])=[CH:27][C:28]([F:30])=[CH:29][C:23]=5[N:22]=4)=[CH:16][CH:15]=3)[C:9]([C:11](O)=[O:12])=[CH:10][N:6]2[N:5]=[CH:4][N:3]=1.[C:32]([NH2:36])([CH3:35])([CH3:34])[CH3:33].CN1CCOCC1. Product: [NH2:1][C:2]1[C:7]2=[C:8]([C:14]3[CH:19]=[CH:18][C:17]([NH:20][C:21]4[NH:25][C:24]5[C:26]([F:31])=[CH:27][C:28]([F:30])=[CH:29][C:23]=5[N:22]=4)=[CH:16][CH:15]=3)[C:9]([C:11]([NH:36][C:32]([CH3:35])([CH3:34])[CH3:33])=[O:12])=[CH:10][N:6]2[N:5]=[CH:4][N:3]=1. The catalyst class is: 3. (7) Reactant: [Cl:1][C:2]1[CH:3]=[C:4]([CH:13]=[CH:14][C:15]=1[C:16]1[N:20]=[C:19]([C:21]2[CH:22]=[N:23][C:24]([O:28][CH:29]([CH3:31])[CH3:30])=[C:25]([Cl:27])[CH:26]=2)[O:18][N:17]=1)[O:5][CH:6]1[CH2:9][CH:8]([C:10]([OH:12])=[O:11])[CH2:7]1.[OH-].[Mg+2:33].[OH-].O. Product: [Mg+2:33].[Cl:1][C:2]1[CH:3]=[C:4]([CH:13]=[CH:14][C:15]=1[C:16]1[N:20]=[C:19]([C:21]2[CH:22]=[N:23][C:24]([O:28][CH:29]([CH3:31])[CH3:30])=[C:25]([Cl:27])[CH:26]=2)[O:18][N:17]=1)[O:5][CH:6]1[CH2:9][CH:8]([C:10]([O-:12])=[O:11])[CH2:7]1.[Cl:1][C:2]1[CH:3]=[C:4]([CH:13]=[CH:14][C:15]=1[C:16]1[N:20]=[C:19]([C:21]2[CH:22]=[N:23][C:24]([O:28][CH:29]([CH3:31])[CH3:30])=[C:25]([Cl:27])[CH:26]=2)[O:18][N:17]=1)[O:5][CH:6]1[CH2:9][CH:8]([C:10]([O-:12])=[O:11])[CH2:7]1. The catalyst class is: 10.